From a dataset of Reaction yield outcomes from USPTO patents with 853,638 reactions. Predict the reaction yield, written as a fraction of the theoretical maximum amount of product (1.0 means a 100% yield; for example, 0.34 means a 34% yield). (1) The reactants are [CH3:1][C:2]1[CH:33]=[CH:32][CH:31]=[CH:30][C:3]=1[CH2:4][NH:5][C:6]([C@@H:8]1[C:12]([CH3:14])([CH3:13])[S:11][CH2:10][N:9]1[C:15](=[O:29])[C@@H:16]([OH:28])[C@@H:17]([NH2:27])[CH2:18][C:19]1[CH:24]=[CH:23][C:22]([O:25][CH3:26])=[CH:21][CH:20]=1)=[O:7].C([O:37][C:38]1[C:39]([CH3:48])=[C:40]([CH:44]=[CH:45][C:46]=1[F:47])[C:41](O)=[O:42])(=O)C. No catalyst specified. The product is [CH3:1][C:2]1[CH:33]=[CH:32][CH:31]=[CH:30][C:3]=1[CH2:4][NH:5][C:6]([C@@H:8]1[C:12]([CH3:14])([CH3:13])[S:11][CH2:10][N:9]1[C:15](=[O:29])[C@@H:16]([OH:28])[C@@H:17]([NH:27][C:41](=[O:42])[C:40]1[CH:44]=[CH:45][C:46]([F:47])=[C:38]([OH:37])[C:39]=1[CH3:48])[CH2:18][C:19]1[CH:20]=[CH:21][C:22]([O:25][CH3:26])=[CH:23][CH:24]=1)=[O:7]. The yield is 0.670. (2) The reactants are Cl[C:2]1[C:11]2[C:6](=[CH:7][CH:8]=[CH:9][C:10]=2[F:12])[CH:5]=[C:4]([C:13]#[N:14])[N:3]=1.CCN(CC)CC.[NH2:22][C@H:23]1[CH2:27][CH2:26][N:25]([C:28]([O:30][C:31]([CH3:34])([CH3:33])[CH3:32])=[O:29])[CH2:24]1. The catalyst is CN1C(=O)CCC1. The product is [C:13]([C:4]1[N:3]=[C:2]([NH:22][C@H:23]2[CH2:27][CH2:26][N:25]([C:28]([O:30][C:31]([CH3:34])([CH3:33])[CH3:32])=[O:29])[CH2:24]2)[C:11]2[C:6]([CH:5]=1)=[CH:7][CH:8]=[CH:9][C:10]=2[F:12])#[N:14]. The yield is 0.810. (3) The reactants are [N:1]1([C:7]2[N:15]=[C:14]([C:16]3[CH:17]=[C:18]([CH2:22][OH:23])[CH:19]=[CH:20][CH:21]=3)[N:13]=[C:12]3[C:8]=2[N:9]=[CH:10][N:11]3[CH:24]2[CH2:29][CH2:28][NH:27][CH2:26][CH2:25]2)[CH2:6][CH2:5][O:4][CH2:3][CH2:2]1.[BH3-][C:31]#[N:32].[Na+].[CH3:34][OH:35]. The catalyst is [Cl-].[Zn+2].[Cl-]. The product is [CH3:34][O:35][C:31]1[N:32]=[CH:14][C:16]([CH2:17][N:27]2[CH2:28][CH2:29][CH:24]([N:11]3[CH:10]=[N:9][C:8]4[C:12]3=[N:13][C:14]([C:16]3[CH:17]=[C:18]([CH2:22][OH:23])[CH:19]=[CH:20][CH:21]=3)=[N:15][C:7]=4[N:1]3[CH2:6][CH2:5][O:4][CH2:3][CH2:2]3)[CH2:25][CH2:26]2)=[CH:21][CH:20]=1. The yield is 0.260.